From a dataset of Reaction yield outcomes from USPTO patents with 853,638 reactions. Predict the reaction yield, written as a fraction of the theoretical maximum amount of product (1.0 means a 100% yield; for example, 0.34 means a 34% yield). (1) The reactants are [F:1][C:2]1[CH:7]=[C:6](I)[CH:5]=[CH:4][C:3]=1[N:9]1[CH:14]=[C:13]([O:15][CH3:16])[C:12](=[O:17])[C:11]([C:18]2[N:22]([C:23]3[CH:28]=[CH:27][CH:26]=[CH:25][CH:24]=3)[N:21]=[CH:20][CH:19]=2)=[N:10]1.[O:29]1[CH2:33][C:32](=O)[N:31]=[C-:30]1.N[C@@H]1CCCC[C@H]1N.[O-:43]P([O-])([O-])=O.[K+].[K+].[K+]. The catalyst is O1CCOCC1.[Cu]I.O. The product is [F:1][C:2]1[CH:7]=[C:6]([N:31]2[CH2:32][CH2:33][O:29][C:30]2=[O:43])[CH:5]=[CH:4][C:3]=1[N:9]1[CH:14]=[C:13]([O:15][CH3:16])[C:12](=[O:17])[C:11]([C:18]2[N:22]([C:23]3[CH:28]=[CH:27][CH:26]=[CH:25][CH:24]=3)[N:21]=[CH:20][CH:19]=2)=[N:10]1. The yield is 0.710. (2) The reactants are [Cl:1][C:2]1[CH:3]=[CH:4][C:5]([F:10])=[C:6]([CH:9]=1)[C:7]#[N:8].[N-:11]=[N+:12]=[N-:13].[Na+].C(O)(=O)C.[OH-].[Na+]. The catalyst is CCOCC.C(O)CCC. The product is [Cl:1][C:2]1[CH:3]=[CH:4][C:5]([F:10])=[C:6]([C:7]2[NH:13][N:12]=[N:11][N:8]=2)[CH:9]=1. The yield is 0.490. (3) The reactants are C([Mg]Cl)(C)(C)C.[Cl:7][C:8]1[CH:18]=[CH:17][CH:16]=[C:15]([Si:19]([CH3:22])([CH3:21])[CH3:20])[C:9]=1[C:10]([NH:12][CH2:13][CH3:14])=[O:11].[CH3:23][O:24][CH2:25]Cl. The catalyst is C1COCC1. The product is [Cl:7][C:8]1[CH:18]=[CH:17][CH:16]=[C:15]([Si:19]([CH3:21])([CH3:20])[CH3:22])[C:9]=1[C:10]([N:12]([CH2:13][CH3:14])[CH2:23][O:24][CH3:25])=[O:11]. The yield is 0.530. (4) The yield is 0.820. The catalyst is C(Cl)Cl. The product is [N+:31]([C:28]1[CH:29]=[CH:30][C:25]([O:24][P:23]([NH:1][C@@H:2]([CH3:12])[C:3]([O:5][CH2:6][CH:7]([CH2:10][CH3:11])[CH2:8][CH3:9])=[O:4])([O:22][C:19]2[CH:18]=[CH:17][C:16]([N+:13]([O-:15])=[O:14])=[CH:21][CH:20]=2)=[O:34])=[CH:26][CH:27]=1)([O-:33])=[O:32]. The reactants are [NH2:1][C@@H:2]([CH3:12])[C:3]([O:5][CH2:6][CH:7]([CH2:10][CH3:11])[CH2:8][CH3:9])=[O:4].[N+:13]([C:16]1[CH:21]=[CH:20][C:19]([O:22][P:23](Cl)(=[O:34])[O:24][C:25]2[CH:30]=[CH:29][C:28]([N+:31]([O-:33])=[O:32])=[CH:27][CH:26]=2)=[CH:18][CH:17]=1)([O-:15])=[O:14].CCN(CC)CC. (5) The reactants are [CH:1]1([N:4]2[CH2:9][CH2:8][N:7]([C:10]3[S:11][C:12]4[CH:18]=[C:17]([CH2:19][NH:20][S:21]([CH2:24][CH2:25][CH2:26]Cl)(=[O:23])=[O:22])[CH:16]=[CH:15][C:13]=4[N:14]=3)[CH2:6][CH2:5]2)[CH2:3][CH2:2]1.[OH-].[K+]. The catalyst is CCO. The product is [CH:1]1([N:4]2[CH2:9][CH2:8][N:7]([C:10]3[S:11][C:12]4[CH:18]=[C:17]([CH2:19][N:20]5[CH2:26][CH2:25][CH2:24][S:21]5(=[O:23])=[O:22])[CH:16]=[CH:15][C:13]=4[N:14]=3)[CH2:6][CH2:5]2)[CH2:3][CH2:2]1. The yield is 0.490. (6) The reactants are [F:1][C:2]1[CH:8]=[CH:7][C:5]([NH2:6])=[CH:4][C:3]=1[O:9][CH3:10].[F:11][C:12]([F:22])([F:21])[C:13]1[CH:14]=[C:15]([CH:18]=[CH:19][CH:20]=1)[CH:16]=O.O=[C:24]([CH2:28][CH3:29])[C:25]([OH:27])=[O:26]. The catalyst is C(O)C. The product is [F:1][C:2]1[CH:8]=[C:7]2[C:5](=[CH:4][C:3]=1[O:9][CH3:10])[N:6]=[C:16]([C:15]1[CH:18]=[CH:19][CH:20]=[C:13]([C:12]([F:22])([F:21])[F:11])[CH:14]=1)[C:28]([CH3:29])=[C:24]2[C:25]([OH:27])=[O:26]. The yield is 0.530. (7) The reactants are [C:1]12([NH:11][C:12](=[O:20])[NH:13][CH2:14][CH2:15][CH2:16][C:17]([OH:19])=[O:18])[CH2:10][CH:5]3[CH2:6][CH:7]([CH2:9][CH:3]([CH2:4]3)[CH2:2]1)[CH2:8]2.[C:21]([O-])([O-])=O.[K+].[K+].IC. The catalyst is CN(C=O)C. The product is [CH3:21][O:18][C:17](=[O:19])[CH2:16][CH2:15][CH2:14][NH:13][C:12]([NH:11][C:1]12[CH2:8][CH:7]3[CH2:9][CH:3]([CH2:4][CH:5]([CH2:6]3)[CH2:10]1)[CH2:2]2)=[O:20]. The yield is 0.950.